Dataset: NCI-60 drug combinations with 297,098 pairs across 59 cell lines. Task: Regression. Given two drug SMILES strings and cell line genomic features, predict the synergy score measuring deviation from expected non-interaction effect. (1) Cell line: DU-145. Drug 2: CC1=C(N=C(N=C1N)C(CC(=O)N)NCC(C(=O)N)N)C(=O)NC(C(C2=CN=CN2)OC3C(C(C(C(O3)CO)O)O)OC4C(C(C(C(O4)CO)O)OC(=O)N)O)C(=O)NC(C)C(C(C)C(=O)NC(C(C)O)C(=O)NCCC5=NC(=CS5)C6=NC(=CS6)C(=O)NCCC[S+](C)C)O. Synergy scores: CSS=35.6, Synergy_ZIP=2.94, Synergy_Bliss=2.65, Synergy_Loewe=-24.9, Synergy_HSA=3.69. Drug 1: COC1=NC(=NC2=C1N=CN2C3C(C(C(O3)CO)O)O)N. (2) Synergy scores: CSS=55.2, Synergy_ZIP=-2.73, Synergy_Bliss=-2.27, Synergy_Loewe=-9.99, Synergy_HSA=0.861. Cell line: PC-3. Drug 2: N.N.Cl[Pt+2]Cl. Drug 1: C1=CC=C(C(=C1)C(C2=CC=C(C=C2)Cl)C(Cl)Cl)Cl. (3) Drug 1: CC1CCC2CC(C(=CC=CC=CC(CC(C(=O)C(C(C(=CC(C(=O)CC(OC(=O)C3CCCCN3C(=O)C(=O)C1(O2)O)C(C)CC4CCC(C(C4)OC)O)C)C)O)OC)C)C)C)OC. Drug 2: C(CN)CNCCSP(=O)(O)O. Cell line: K-562. Synergy scores: CSS=30.2, Synergy_ZIP=-2.63, Synergy_Bliss=7.87, Synergy_Loewe=-7.14, Synergy_HSA=3.95.